This data is from Forward reaction prediction with 1.9M reactions from USPTO patents (1976-2016). The task is: Predict the product of the given reaction. Given the reactants [F:1][C:2]1[CH:7]=[CH:6][C:5]([NH:8][C:9]2[CH:15]=[CH:14][C:13]([C:16]3[O:17][C:18]4[CH:24]=[CH:23][CH:22]=[CH:21][C:19]=4[N:20]=3)=[CH:12][C:10]=2[NH2:11])=[CH:4][CH:3]=1.[CH:25](=O)[CH3:26].OOS([O-])=O.[K+].C(=O)([O-])[O-].[K+].[K+], predict the reaction product. The product is: [O:17]1[C:18]2[CH:24]=[CH:23][CH:22]=[CH:21][C:19]=2[N:20]=[C:16]1[C:13]1[CH:14]=[CH:15][C:9]2[N:8]([C:5]3[CH:4]=[CH:3][C:2]([F:1])=[CH:7][CH:6]=3)[C:25]([CH3:26])=[N:11][C:10]=2[CH:12]=1.